This data is from Full USPTO retrosynthesis dataset with 1.9M reactions from patents (1976-2016). The task is: Predict the reactants needed to synthesize the given product. (1) Given the product [NH2:22][C:19]1[CH:18]=[CH:17][C:16]([O:15][C:10]2[C:9]([C:26]3[S:30][C:29]([NH2:31])=[N:28][CH:27]=3)=[CH:14][CH:13]=[CH:12][N:11]=2)=[CH:21][CH:20]=1, predict the reactants needed to synthesize it. The reactants are: CC1(C)C(C)(C)OB([C:9]2[C:10]([O:15][C:16]3[CH:21]=[CH:20][C:19]([NH2:22])=[CH:18][CH:17]=3)=[N:11][CH:12]=[CH:13][CH:14]=2)O1.Br.Br[C:26]1[S:30][C:29]([NH2:31])=[N:28][CH:27]=1.C(=O)([O-])[O-].[Na+].[Na+].F[B-](F)(F)F.C([PH+](C(C)(C)C)C(C)(C)C)(C)(C)C. (2) Given the product [C:1]([O:5][C:6](=[O:35])[NH:7][C@:8]([CH2:26][OH:27])([CH3:25])[CH2:9][CH2:10][C:11]1[CH:16]=[CH:15][C:14]([O:17][Si:18]([C:21]([CH3:24])([CH3:23])[CH3:22])([CH3:19])[CH3:20])=[CH:13][CH:12]=1)([CH3:4])([CH3:2])[CH3:3], predict the reactants needed to synthesize it. The reactants are: [C:1]([O:5][C:6](=[O:35])[NH:7][C@:8]([C:26](C)(C)[O:27][SiH2]C(C)(C)C)([CH3:25])[CH2:9][CH2:10][C:11]1[CH:16]=[CH:15][C:14]([O:17][Si:18]([C:21]([CH3:24])([CH3:23])[CH3:22])([CH3:20])[CH3:19])=[CH:13][CH:12]=1)([CH3:4])([CH3:3])[CH3:2].O.CCOC(C)=O.C([O-])(O)=O.[Na+].